This data is from Retrosynthesis with 50K atom-mapped reactions and 10 reaction types from USPTO. The task is: Predict the reactants needed to synthesize the given product. Given the product NC1=NC(CF)(c2cccc(NC(=O)c3ccc(Br)cn3)c2)COC1, predict the reactants needed to synthesize it. The reactants are: CC(C)(C)OC(=O)NC1=NC(CF)(c2cccc(NC(=O)c3ccc(Br)cn3)c2)COC1.